This data is from Reaction yield outcomes from USPTO patents with 853,638 reactions. The task is: Predict the reaction yield, written as a fraction of the theoretical maximum amount of product (1.0 means a 100% yield; for example, 0.34 means a 34% yield). The reactants are [CH2:1]([NH:4][C:5]1[C:10]([N+:11]([O-:13])=[O:12])=[CH:9][CH:8]=[C:7]([F:14])[C:6]=1[CH:15]=[CH2:16])C=C. The catalyst is C(Cl)Cl.Cl[Ru](=CC1C=CC=CC=1)([P](C1CCCCC1)(C1CCCCC1)C1CCCCC1)([P](C1CCCCC1)(C1CCCCC1)C1CCCCC1)Cl. The product is [F:14][C:7]1[CH:8]=[CH:9][C:10]([N+:11]([O-:13])=[O:12])=[C:5]2[C:6]=1[CH:15]=[CH:16][CH2:1][NH:4]2. The yield is 0.880.